From a dataset of Forward reaction prediction with 1.9M reactions from USPTO patents (1976-2016). Predict the product of the given reaction. (1) Given the reactants [CH:1]([C:3]1[CH:8]=[C:7]([C:9]([O:11][CH3:12])=[O:10])[CH:6]=[C:5]([CH3:13])[N:4]=1)=O.[CH2:14]([O:21][C:22]1[C:23]([CH2:30][NH2:31])=[N:24][C:25]([O:28][CH3:29])=[CH:26][CH:27]=1)[C:15]1[CH:20]=[CH:19][CH:18]=[CH:17][CH:16]=1, predict the reaction product. The product is: [CH2:14]([O:21][C:22]1[C:23]([CH2:30][NH:31][CH2:1][C:3]2[N:4]=[C:5]([CH3:13])[CH:6]=[C:7]([C:9]([O:11][CH3:12])=[O:10])[CH:8]=2)=[N:24][C:25]([O:28][CH3:29])=[CH:26][CH:27]=1)[C:15]1[CH:20]=[CH:19][CH:18]=[CH:17][CH:16]=1. (2) Given the reactants Br[C:2]1[CH:3]=[C:4]([CH:11]=[C:12]([Br:15])[C:13]=1[CH3:14])[C:5]([NH:7][CH:8]1[CH2:10][CH2:9]1)=[O:6].CC1(C)C(C)(C)OB(/[CH:24]=[CH:25]/[CH2:26][O:27][CH3:28])O1.C([O-])([O-])=O.[Na+].[Na+], predict the reaction product. The product is: [Br:15][C:12]1[CH:11]=[C:4]([CH:3]=[C:2](/[CH:24]=[CH:25]/[CH2:26][O:27][CH3:28])[C:13]=1[CH3:14])[C:5]([NH:7][CH:8]1[CH2:10][CH2:9]1)=[O:6]. (3) Given the reactants [CH2:1]([O:3][C:4]1[C:9]([F:10])=[CH:8][C:7]([OH:11])=[CH:6][C:5]=1[F:12])[CH3:2].Cl[C:14]1[N:15]=[C:16]([OH:24])[C:17]2[CH:23]=[CH:22][N:21]=[CH:20][C:18]=2[N:19]=1, predict the reaction product. The product is: [CH2:1]([O:3][C:4]1[C:5]([F:12])=[CH:6][C:7]([O:11][C:14]2[N:15]=[C:16]([OH:24])[C:17]3[CH:23]=[CH:22][N:21]=[CH:20][C:18]=3[N:19]=2)=[CH:8][C:9]=1[F:10])[CH3:2]. (4) Given the reactants [C:1]([O:5][C:6](=[O:20])[CH2:7][CH:8]([CH2:12][C:13]1[CH:18]=[CH:17][C:16]([Cl:19])=[CH:15][CH:14]=1)[C:9]([OH:11])=O)([CH3:4])([CH3:3])[CH3:2].[F:21][C:22]1[NH:27][C:26](=[N:28][NH2:29])[CH:25]=[C:24]([C:30]2[CH:35]=[CH:34][N:33]=[C:32]([NH:36][C:37]3[N:38]([CH3:42])[N:39]=[CH:40][CH:41]=3)[N:31]=2)[CH:23]=1.CN(C(ON1N=NC2C=CC=NC1=2)=[N+](C)C)C.F[P-](F)(F)(F)(F)F, predict the reaction product. The product is: [Cl:19][C:16]1[CH:17]=[CH:18][C:13]([CH2:12][CH:8]([C:9]([NH:29]/[N:28]=[C:26]2\[NH:27][C:22]([F:21])=[CH:23][C:24]([C:30]3[CH:35]=[CH:34][N:33]=[C:32]([NH:36][C:37]4[N:38]([CH3:42])[N:39]=[CH:40][CH:41]=4)[N:31]=3)=[CH:25]\2)=[O:11])[CH2:7][C:6]([O:5][C:1]([CH3:2])([CH3:3])[CH3:4])=[O:20])=[CH:14][CH:15]=1. (5) Given the reactants [CH2:1]([O:8][C:9]([N:11]([CH:28]([CH3:30])[CH3:29])[C@H:12]1[CH2:17][N:16]([C:18]([O:20][C:21]([CH3:24])([CH3:23])[CH3:22])=[O:19])[C@@H:15]([CH2:25][CH2:26][OH:27])[CH2:14][CH2:13]1)=[O:10])[C:2]1[CH:7]=[CH:6][CH:5]=[CH:4][CH:3]=1.[CH3:31]I.[H-].[Na+].[Cl-].[NH4+], predict the reaction product. The product is: [CH2:1]([O:8][C:9]([N:11]([CH:28]([CH3:30])[CH3:29])[C@H:12]1[CH2:17][N:16]([C:18]([O:20][C:21]([CH3:22])([CH3:23])[CH3:24])=[O:19])[C@@H:15]([CH2:25][CH2:26][O:27][CH3:31])[CH2:14][CH2:13]1)=[O:10])[C:2]1[CH:3]=[CH:4][CH:5]=[CH:6][CH:7]=1. (6) Given the reactants [CH2:1]([O:3][C:4]([C:6]1[CH:7]=[N:8][C:9]2[C:14]([C:15]=1Cl)=[CH:13][CH:12]=[CH:11][C:10]=2[N+:17]([O-])=O)=[O:5])[CH3:2].[Cl:20][C:21]1[CH:28]=[CH:27][C:24]([CH2:25][NH2:26])=[CH:23][CH:22]=1, predict the reaction product. The product is: [CH2:1]([O:3][C:4]([C:6]1[CH:7]=[N:8][C:9]2[C:14]([C:15]=1[NH:26][CH2:25][C:24]1[CH:27]=[CH:28][C:21]([Cl:20])=[CH:22][CH:23]=1)=[CH:13][CH:12]=[CH:11][C:10]=2[NH2:17])=[O:5])[CH3:2]. (7) Given the reactants [CH3:1][N:2]1[C:10]2[C:5](=[CH:6][C:7](B(O)O)=[CH:8][CH:9]=2)[CH:4]=[N:3]1.Br[C:15]1[N:16]=[C:17]([C:20]2[S:21][C:22]3[C:28]([C:29]4[CH:34]=[CH:33][C:32]([Cl:35])=[CH:31][CH:30]=4)=[C:27]([C@H:36]([O:42][C:43]([CH3:46])([CH3:45])[CH3:44])[C:37]([O:39][CH2:40][CH3:41])=[O:38])[C:26]([CH3:47])=[CH:25][C:23]=3[N:24]=2)[S:18][CH:19]=1.O1CCOCC1.C(=O)([O-])[O-].[K+].[K+], predict the reaction product. The product is: [C:43]([O:42][C@@H:36]([C:27]1[C:26]([CH3:47])=[CH:25][C:23]2[N:24]=[C:20]([C:17]3[S:18][CH:19]=[C:15]([C:7]4[CH:6]=[C:5]5[C:10](=[CH:9][CH:8]=4)[N:2]([CH3:1])[N:3]=[CH:4]5)[N:16]=3)[S:21][C:22]=2[C:28]=1[C:29]1[CH:30]=[CH:31][C:32]([Cl:35])=[CH:33][CH:34]=1)[C:37]([O:39][CH2:40][CH3:41])=[O:38])([CH3:44])([CH3:45])[CH3:46]. (8) Given the reactants [C:1]([O:5][C:6]([N:8]([CH3:56])[C@@H:9]([CH3:55])[C:10]([NH:12][C@@H:13]([C:51]([CH3:54])([CH3:53])[CH3:52])[C:14]([N:16]1[C@H:25]([C:26](=[O:38])[NH:27][C@H:28]2[C:37]3[C:32](=[CH:33][CH:34]=[CH:35][CH:36]=3)[CH2:31][CH2:30][CH2:29]2)[CH2:24][C:23]2[C:18](=[CH:19][C:20]([O:39][CH2:40][C:41]3[CH:50]=[CH:49][C:44]([C:45]([O:47]C)=[O:46])=[CH:43][CH:42]=3)=[CH:21][CH:22]=2)[CH2:17]1)=[O:15])=[O:11])=[O:7])([CH3:4])([CH3:3])[CH3:2].[OH-].[Na+].Cl, predict the reaction product. The product is: [C:1]([O:5][C:6]([N:8]([CH3:56])[C@@H:9]([CH3:55])[C:10]([NH:12][C@@H:13]([C:51]([CH3:54])([CH3:53])[CH3:52])[C:14]([N:16]1[C@H:25]([C:26](=[O:38])[NH:27][C@H:28]2[C:37]3[C:32](=[CH:33][CH:34]=[CH:35][CH:36]=3)[CH2:31][CH2:30][CH2:29]2)[CH2:24][C:23]2[C:18](=[CH:19][C:20]([O:39][CH2:40][C:41]3[CH:42]=[CH:43][C:44]([C:45]([OH:47])=[O:46])=[CH:49][CH:50]=3)=[CH:21][CH:22]=2)[CH2:17]1)=[O:15])=[O:11])=[O:7])([CH3:4])([CH3:3])[CH3:2]. (9) The product is: [Cl:1][C:2]1[CH:3]=[C:4]2[CH:9]=[C:10]([C:11]3[C:19]4[C:14](=[CH:15][C:16]([O:22][CH3:23])=[C:17]([O:20][CH3:21])[CH:18]=4)[N:13]([CH3:24])[CH:12]=3)[NH:8][C:5]2=[N:6][CH:7]=1. Given the reactants [Cl:1][C:2]1[CH:3]=[C:4]([C:9]#[C:10][C:11]2[C:19]3[C:14](=[CH:15][C:16]([O:22][CH3:23])=[C:17]([O:20][CH3:21])[CH:18]=3)[N:13]([CH3:24])[CH:12]=2)[C:5]([NH2:8])=[N:6][CH:7]=1.CC(C)([O-])C.[K+].C(O)(=O)C, predict the reaction product.